This data is from Forward reaction prediction with 1.9M reactions from USPTO patents (1976-2016). The task is: Predict the product of the given reaction. (1) Given the reactants [F:1][C:2]1[CH:3]=[N:4][C:5]([NH:8][C:9]2[S:10][C:11]3[CH2:17][CH2:16][N:15]([CH2:18][CH2:19][S:20]([CH3:23])(=[O:22])=[O:21])[C:14]4=[N:24][N:25](CC5C=CC(OC)=CC=5)[CH:26]=[C:13]4[C:12]=3[N:36]=2)=[N:6][CH:7]=1, predict the reaction product. The product is: [F:1][C:2]1[CH:3]=[N:4][C:5]([NH:8][C:9]2[S:10][C:11]3[CH2:17][CH2:16][N:15]([CH2:18][CH2:19][S:20]([CH3:23])(=[O:22])=[O:21])[C:14]4=[N:24][NH:25][CH:26]=[C:13]4[C:12]=3[N:36]=2)=[N:6][CH:7]=1. (2) The product is: [NH2:13][C:4]1[CH:5]=[CH:6][C:7]([S:8]([NH:9][CH3:10])(=[O:12])=[O:11])=[C:2]([F:1])[CH:3]=1. Given the reactants [F:1][C:2]1[CH:3]=[C:4]([NH:13]C(=O)C)[CH:5]=[CH:6][C:7]=1[S:8](=[O:12])(=[O:11])[NH:9][CH3:10].[OH-].[Na+], predict the reaction product. (3) Given the reactants Br[C:2]1[CH:7]=[CH:6][C:5]([F:8])=[CH:4][C:3]=1[CH3:9].C([Li])CCC.[C:15](=[O:17])=[O:16], predict the reaction product. The product is: [F:8][C:5]1[CH:6]=[CH:7][C:2]([C:15]([OH:17])=[O:16])=[C:3]([CH3:9])[CH:4]=1. (4) Given the reactants [CH3:1][O:2][C:3]1[C:8]([C:9]([O:11]C)=[O:10])=[CH:7][CH:6]=[C:5]([S:13][CH2:14][C:15]2[CH:20]=[CH:19][C:18]([CH3:21])=CC=2)[N:4]=1.[OH-].[Na+].[CH3:24]O, predict the reaction product. The product is: [CH3:1][O:2][C:3]1[N:4]=[C:5]([S:13][C:14]2[CH:15]=[CH:20][C:19]([CH3:24])=[CH:18][CH:21]=2)[CH:6]=[CH:7][C:8]=1[C:9]([OH:11])=[O:10]. (5) Given the reactants [CH3:1][O:2][C:3]1[CH:4]=[CH:5][C:6]2[C:10]([O:11][C:12]3[CH:26]=[CH:25][C:15]([O:16][CH2:17][CH2:18][N:19]4[CH2:24][CH2:23][CH2:22][CH2:21][CH2:20]4)=[CH:14][CH:13]=3)=[CH:9][S:8][C:7]=2[CH:27]=1.C([Li])CCC.[S:33]1[CH2:38][CH2:37][C:36](=[O:39])[CH2:35][CH2:34]1, predict the reaction product. The product is: [CH3:1][O:2][C:3]1[CH:4]=[CH:5][C:6]2[C:10]([O:11][C:12]3[CH:13]=[CH:14][C:15]([O:16][CH2:17][CH2:18][N:19]4[CH2:24][CH2:23][CH2:22][CH2:21][CH2:20]4)=[CH:25][CH:26]=3)=[C:9]([C:36]3([OH:39])[CH2:37][CH2:38][S:33][CH2:34][CH2:35]3)[S:8][C:7]=2[CH:27]=1.